Task: Regression. Given a peptide amino acid sequence and an MHC pseudo amino acid sequence, predict their binding affinity value. This is MHC class II binding data.. Dataset: Peptide-MHC class II binding affinity with 134,281 pairs from IEDB (1) The peptide sequence is RFTISRDNSKNTLYL. The MHC is DRB1_0401 with pseudo-sequence DRB1_0401. The binding affinity (normalized) is 0.491. (2) The peptide sequence is VSSKVSTVKDLLPLLEKVIG. The MHC is DRB1_0301 with pseudo-sequence DRB1_0301. The binding affinity (normalized) is 0. (3) The peptide sequence is FKVAATAAATAPADDKFTVF. The MHC is DRB1_0101 with pseudo-sequence DRB1_0101. The binding affinity (normalized) is 0.878. (4) The peptide sequence is KMIGGIGGFIKVRQYDQITI. The MHC is DRB4_0101 with pseudo-sequence DRB4_0103. The binding affinity (normalized) is 0.237. (5) The peptide sequence is YDKFLANVSTVLWGK. The MHC is DRB1_0405 with pseudo-sequence DRB1_0405. The binding affinity (normalized) is 0.565. (6) The MHC is DRB1_0404 with pseudo-sequence DRB1_0404. The binding affinity (normalized) is 0.626. The peptide sequence is MGGLWKYLNAVSLCIHHHHHH.